This data is from Full USPTO retrosynthesis dataset with 1.9M reactions from patents (1976-2016). The task is: Predict the reactants needed to synthesize the given product. Given the product [NH2:13][C@H:10]([CH2:11][OH:12])[C:9]([NH:8][CH2:1][C:2]1[CH:7]=[CH:6][CH:5]=[CH:4][CH:3]=1)=[O:21], predict the reactants needed to synthesize it. The reactants are: [CH2:1]([NH:8][C:9](=[O:21])[C@H:10]([NH:13]C(OC(C)(C)C)=O)[CH2:11][OH:12])[C:2]1[CH:7]=[CH:6][CH:5]=[CH:4][CH:3]=1.ClCCl.Cl.[OH-].[Na+].